Dataset: Catalyst prediction with 721,799 reactions and 888 catalyst types from USPTO. Task: Predict which catalyst facilitates the given reaction. Reactant: [Cl:1][C:2]1[CH:7]=[C:6](Cl)[C:5]([N+:9]([O-:11])=[O:10])=[CH:4][N:3]=1.Cl.[CH2:13]([O:20][C:21]1[CH:27]=[CH:26][C:24]([NH2:25])=[CH:23][CH:22]=1)[C:14]1[CH:19]=[CH:18][CH:17]=[CH:16][CH:15]=1.CCN(CC)CC.O. Product: [Cl:1][C:2]1[CH:7]=[C:6]([NH:25][C:24]2[CH:23]=[CH:22][C:21]([O:20][CH2:13][C:14]3[CH:15]=[CH:16][CH:17]=[CH:18][CH:19]=3)=[CH:27][CH:26]=2)[C:5]([N+:9]([O-:11])=[O:10])=[CH:4][N:3]=1. The catalyst class is: 3.